Task: Predict the reactants needed to synthesize the given product.. Dataset: Full USPTO retrosynthesis dataset with 1.9M reactions from patents (1976-2016) (1) Given the product [CH3:3][N:11]([CH:16]=[C:13]1[C:14](=[O:17])[CH2:15][CH2:16][N:11]([C:3]2[CH:4]=[C:5]([N+:8]([O-:10])=[O:9])[CH:6]=[CH:7][C:2]=2[CH3:1])[CH2:12]1)[CH3:12], predict the reactants needed to synthesize it. The reactants are: [CH3:1][C:2]1[CH:7]=[CH:6][C:5]([N+:8]([O-:10])=[O:9])=[CH:4][C:3]=1[N:11]1[CH2:16][CH2:15][C:14](=[O:17])[CH2:13][CH2:12]1. (2) Given the product [CH3:35][CH:29]1[S:27][C:25]([N:3]2[CH:2]([CH3:1])[CH2:8][C:7]3[CH:9]=[C:10]4[O:15][CH2:14][O:13][C:11]4=[CH:12][C:6]=3[C:5]([C:16]3[CH:17]=[CH:18][C:19]([N+:22]([O-:24])=[O:23])=[CH:20][CH:21]=3)=[N:4]2)=[N:26][C:30]1=[O:31], predict the reactants needed to synthesize it. The reactants are: [CH3:1][CH:2]1[CH2:8][C:7]2[CH:9]=[C:10]3[O:15][CH2:14][O:13][C:11]3=[CH:12][C:6]=2[C:5]([C:16]2[CH:21]=[CH:20][C:19]([N+:22]([O-:24])=[O:23])=[CH:18][CH:17]=2)=[N:4][N:3]1[C:25](=[S:27])[NH2:26].Br[CH:29]([CH3:35])[C:30](OCC)=[O:31].CN(C)C=O. (3) The reactants are: Cl[C:2]1[C:3](/[CH:21]=[N:22]\[NH:23][S:24]([C:27]2[CH:32]=[CH:31][CH:30]=[CH:29][CH:28]=2)(=[O:26])=[O:25])=[C:4]([N:8]2[CH2:13][CH2:12][N:11]([C:14]([O:16][C:17]([CH3:20])([CH3:19])[CH3:18])=[O:15])[CH2:10][CH2:9]2)[CH:5]=[CH:6][CH:7]=1.C([O-])([O-])=O.[K+].[K+]. Given the product [C:27]1([S:24]([N:23]2[C:2]3[C:3](=[C:4]([N:8]4[CH2:13][CH2:12][N:11]([C:14]([O:16][C:17]([CH3:20])([CH3:19])[CH3:18])=[O:15])[CH2:10][CH2:9]4)[CH:5]=[CH:6][CH:7]=3)[CH:21]=[N:22]2)(=[O:26])=[O:25])[CH:32]=[CH:31][CH:30]=[CH:29][CH:28]=1, predict the reactants needed to synthesize it. (4) Given the product [CH3:13][O:14][C:15]1[CH:20]=[CH:19][CH:18]=[CH:17][C:16]=1[CH:21]([CH3:1])[C:22]([OH:24])=[O:23], predict the reactants needed to synthesize it. The reactants are: [CH:1](NC(C)C)(C)C.C([Li])CCC.[CH3:13][O:14][C:15]1[CH:20]=[CH:19][CH:18]=[CH:17][C:16]=1[CH2:21][C:22]([OH:24])=[O:23].IC.